This data is from Full USPTO retrosynthesis dataset with 1.9M reactions from patents (1976-2016). The task is: Predict the reactants needed to synthesize the given product. (1) Given the product [Br:1][C:2]1[CH:7]=[C:6]([N:11]2[CH2:16][CH2:15][O:14][CH:13]([CH2:17][OH:18])[CH2:12]2)[N:5]([CH3:9])[C:4](=[O:10])[CH:3]=1, predict the reactants needed to synthesize it. The reactants are: [Br:1][C:2]1[CH:7]=[C:6](Cl)[N:5]([CH3:9])[C:4](=[O:10])[CH:3]=1.[NH:11]1[CH2:16][CH2:15][O:14][CH:13]([CH2:17][OH:18])[CH2:12]1.C(=O)([O-])[O-].[K+].[K+]. (2) Given the product [F:1][C:2]1[CH:3]=[C:4]([C:8]2[CH:16]=[CH:15][CH:14]=[C:13]3[C:9]=2/[C:10](=[CH:18]/[C:20]2[NH:21][C:22]([CH3:40])=[C:23]([S:30]([C:33]4[CH:34]=[CH:35][C:36]([CH3:39])=[CH:37][CH:38]=4)(=[O:31])=[O:32])[C:24]=2[CH2:25][CH2:26][C:27]([OH:29])=[O:28])/[C:11](=[O:17])[NH:12]3)[CH:5]=[CH:6][CH:7]=1, predict the reactants needed to synthesize it. The reactants are: [F:1][C:2]1[CH:3]=[C:4]([C:8]2[CH:16]=[CH:15][CH:14]=[C:13]3[C:9]=2[CH2:10][C:11](=[O:17])[NH:12]3)[CH:5]=[CH:6][CH:7]=1.[CH:18]([C:20]1[NH:21][C:22]([CH3:40])=[C:23]([S:30]([C:33]2[CH:38]=[CH:37][C:36]([CH3:39])=[CH:35][CH:34]=2)(=[O:32])=[O:31])[C:24]=1[CH2:25][CH2:26][C:27]([OH:29])=[O:28])=O.N1CCCCC1. (3) Given the product [CH3:1][O:2][C:3]1[C:4]([CH2:16][O:17][C:18]2[CH:23]=[CH:22][C:21]([C:24]3[CH:28]=[CH:27][N:26]([CH2:40][CH:37]4[CH2:39][CH2:38]4)[N:25]=3)=[CH:20][C:19]=2[CH3:29])=[C:5]([N:9]2[C:13](=[O:14])[N:12]([CH3:15])[N:11]=[N:10]2)[CH:6]=[CH:7][CH:8]=1, predict the reactants needed to synthesize it. The reactants are: [CH3:1][O:2][C:3]1[C:4]([CH2:16][O:17][C:18]2[CH:23]=[CH:22][C:21]([C:24]3[CH:28]=[CH:27][NH:26][N:25]=3)=[CH:20][C:19]=2[CH3:29])=[C:5]([N:9]2[C:13](=[O:14])[N:12]([CH3:15])[N:11]=[N:10]2)[CH:6]=[CH:7][CH:8]=1.CN(C)C=O.[H-].[Na+].[CH:37]1([CH2:40]Br)[CH2:39][CH2:38]1. (4) Given the product [Br:1][C:33]1[C:34]([NH:39][C@@H:40]2[C:48]3[C:43](=[CH:44][CH:45]=[CH:46][CH:47]=3)[CH2:42][C@@H:41]2[OH:49])=[N:35][C:36]([O:37][CH3:38])=[C:31]([C:25]2[CH:26]=[CH:27][C:28]([Cl:30])=[CH:29][C:24]=2[Cl:23])[N:32]=1, predict the reactants needed to synthesize it. The reactants are: [Br:1]C1C(C(OC)=O)=NC(N[C@@H]2C3C(=CC=CC=3)C[C@@H]2O)=CN=1.[Cl:23][C:24]1[CH:29]=[C:28]([Cl:30])[CH:27]=[CH:26][C:25]=1[C:31]1[N:32]=[CH:33][C:34]([NH:39][C@@H:40]2[C:48]3[C:43](=[CH:44][CH:45]=[CH:46][CH:47]=3)[CH2:42][C@@H:41]2[OH:49])=[N:35][C:36]=1[O:37][CH3:38]. (5) Given the product [CH2:14]([O:16][C:17]1[N:21]([CH2:22][C:23]2[CH:28]=[CH:27][C:26]([C:29]3[CH:34]=[CH:33][CH:32]=[CH:31][C:30]=3[C:35]3[NH:36][N:37]=[N:38][N:39]=3)=[CH:25][CH:24]=2)[C:20]2[C:59]([C:63]([O:65][C:66]([O:68][C:69]([O:13][C@H:2]3[CH2:1][O:5][CH:4]4[C@H:6]([O:9][N+:10]([O-:12])=[O:11])[CH2:7][O:8][CH:3]34)=[O:70])([CH3:81])[CH3:67])=[O:64])=[CH:60][CH:61]=[CH:62][C:19]=2[N:18]=1)[CH3:15], predict the reactants needed to synthesize it. The reactants are: [CH2:1]1[O:5][C@@H:4]2[C@H:6]([O:9][N+:10]([O-:12])=[O:11])[CH2:7][O:8][C@@H:3]2[C@H:2]1[OH:13].[CH2:14]([O:16][C:17]1[N:21]([CH2:22][C:23]2[CH:28]=[CH:27][C:26]([C:29]3[CH:34]=[CH:33][CH:32]=[CH:31][C:30]=3[C:35]3[N:39](C(C4C=CC=CC=4)(C4C=CC=CC=4)C4C=CC=CC=4)[N:38]=[N:37][N:36]=3)=[CH:25][CH:24]=2)[C:20]2[C:59]([C:63]([O:65][C:66]([CH3:81])([O:68][C:69](OC3C=CC([N+]([O-])=O)=CC=3)=[O:70])[CH3:67])=[O:64])=[CH:60][CH:61]=[CH:62][C:19]=2[N:18]=1)[CH3:15]. (6) Given the product [Cl-:8].[C:25]([N+:1]1[C:23]([C:19]2[S:18][CH:22]=[CH:21][CH:20]=2)=[C:17]([NH:16][CH:10]2[CH2:15][CH2:14][CH2:13][CH2:12][CH2:11]2)[N:3]2[C:4]([NH2:9])=[CH:5][C:6]([Cl:8])=[N:7][C:2]=12)(=[O:27])[CH3:26], predict the reactants needed to synthesize it. The reactants are: [NH2:1][C:2]1[N:7]=[C:6]([Cl:8])[CH:5]=[C:4]([NH2:9])[N:3]=1.[CH:10]1([N+:16]#[C-:17])[CH2:15][CH2:14][CH2:13][CH2:12][CH2:11]1.[S:18]1[CH:22]=[CH:21][CH:20]=[C:19]1[CH:23]=O.[C:25](Cl)(=[O:27])[CH3:26].